Task: Predict the reaction yield, written as a fraction of the theoretical maximum amount of product (1.0 means a 100% yield; for example, 0.34 means a 34% yield).. Dataset: Reaction yield outcomes from USPTO patents with 853,638 reactions The reactants are [Cl:1][C:2]1[CH:3]=[C:4]([CH:18]=[CH:19][CH:20]=1)[NH:5][C:6]1[N:11]=[C:10]([C:12]2[NH:16][C:15]([CH3:17])=[N:14][CH:13]=2)[CH:9]=[CH:8][N:7]=1.Cl[C:22]1C=C(NC(N)=N)C=CC=1. No catalyst specified. The product is [Cl:1][C:2]1[CH:3]=[C:4]([CH:18]=[CH:19][CH:20]=1)[NH:5][C:6]1[N:11]=[C:10]([C:12]2[N:16]([CH3:22])[C:15]([CH3:17])=[N:14][CH:13]=2)[CH:9]=[CH:8][N:7]=1. The yield is 0.290.